This data is from Full USPTO retrosynthesis dataset with 1.9M reactions from patents (1976-2016). The task is: Predict the reactants needed to synthesize the given product. Given the product [C:23]1([CH2:22][C:21]([N:17]2[C:18]3[C:14](=[CH:13][C:12]([C:9]4[C:4]5[C:5]([NH2:8])=[N:6][CH:7]=[C:2]([C:40]6[CH:41]=[N:37][NH:38][CH:39]=6)[C:3]=5[S:11][CH:10]=4)=[CH:20][CH:19]=3)[CH2:15][CH2:16]2)=[O:29])[CH:24]=[CH:25][CH:26]=[CH:27][CH:28]=1, predict the reactants needed to synthesize it. The reactants are: I[C:2]1[C:3]2[S:11][CH:10]=[C:9]([C:12]3[CH:13]=[C:14]4[C:18](=[CH:19][CH:20]=3)[N:17]([C:21](=[O:29])[CH2:22][C:23]3[CH:28]=[CH:27][CH:26]=[CH:25][CH:24]=3)[CH2:16][CH2:15]4)[C:4]=2[C:5]([NH2:8])=[N:6][CH:7]=1.C([N:37]1[CH:41]=[C:40](B2OC(C)(C)C(C)(C)O2)[CH:39]=[N:38]1)(OC(C)(C)C)=O.C(=O)(O)[O-].[Na+].CO.